This data is from Forward reaction prediction with 1.9M reactions from USPTO patents (1976-2016). The task is: Predict the product of the given reaction. (1) Given the reactants CN([CH:4]=[O:5])C.[CH:6]([C:8]1[CH:13]=[CH:12][C:11]([Mg]Cl)=[CH:10][CH:9]=1)=[CH2:7], predict the reaction product. The product is: [CH:4]([C:11]1[CH:12]=[CH:13][C:8]([CH:6]=[CH2:7])=[CH:9][CH:10]=1)=[O:5]. (2) Given the reactants [C:1]([N:8]1[CH:12]=[CH:11][N:10]=[CH:9]1)([N:3]1[CH:7]=[CH:6]N=[CH:4]1)=[O:2].N1CC[O:16][CH2:15]C1, predict the reaction product. The product is: [N:8]1([C:1]([N:3]2[CH2:7][CH2:6][O:16][CH2:15][CH2:4]2)=[O:2])[CH:12]=[CH:11][N:10]=[CH:9]1. (3) Given the reactants [CH:1]1([C:4]2[CH:5]=[C:6]([C:31]([O:33][CH3:34])=[O:32])[C:7]([NH:10][C:11]3[CH:12]=[C:13]4[C:17](=[CH:18][CH:19]=3)[N:16]([CH2:20][CH:21]([CH3:23])[CH3:22])[C:15]([C:24]([O:26]C(C)(C)C)=[O:25])=[CH:14]4)=[N:8][CH:9]=2)[CH2:3][CH2:2]1, predict the reaction product. The product is: [CH:1]1([C:4]2[CH:5]=[C:6]([C:31]([O:33][CH3:34])=[O:32])[C:7]([NH:10][C:11]3[CH:12]=[C:13]4[C:17](=[CH:18][CH:19]=3)[N:16]([CH2:20][CH:21]([CH3:23])[CH3:22])[C:15]([C:24]([OH:26])=[O:25])=[CH:14]4)=[N:8][CH:9]=2)[CH2:2][CH2:3]1.